Dataset: Forward reaction prediction with 1.9M reactions from USPTO patents (1976-2016). Task: Predict the product of the given reaction. Given the reactants CN1CCOCC1.[CH:8]1([CH2:13][C@H:14]([CH2:35][N:36]([CH:45]=[O:46])[O:37][CH2:38][C:39]2[CH:44]=[CH:43][CH:42]=[CH:41][CH:40]=2)[C:15]([N:17]2[C@H:21]([C:22](O)=[O:23])[CH2:20][CH2:19][N:18]2[C:25]([O:27][CH2:28][C:29]2[CH:34]=[CH:33][CH:32]=[CH:31][CH:30]=2)=[O:26])=[O:16])[CH2:12][CH2:11][CH2:10][CH2:9]1.COC1N=C(OC)N=C([N+]2(C)CCOCC2)N=1.[CH3:64][C@@H:65]1[CH2:70][N:69]([CH3:71])[CH2:68][CH2:67][N:66]1[C:72]1[N:77]=[CH:76][N:75]=[C:74]([NH2:78])[CH:73]=1, predict the reaction product. The product is: [CH:8]1([CH2:13][C@H:14]([CH2:35][N:36]([CH:45]=[O:46])[O:37][CH2:38][C:39]2[CH:40]=[CH:41][CH:42]=[CH:43][CH:44]=2)[C:15]([N:17]2[C@H:21]([C:22]([NH:78][C:74]3[CH:73]=[C:72]([N:66]4[CH2:67][CH2:68][N:69]([CH3:71])[CH2:70][C@H:65]4[CH3:64])[N:77]=[CH:76][N:75]=3)=[O:23])[CH2:20][CH2:19][N:18]2[C:25]([O:27][CH2:28][C:29]2[CH:34]=[CH:33][CH:32]=[CH:31][CH:30]=2)=[O:26])=[O:16])[CH2:12][CH2:11][CH2:10][CH2:9]1.